This data is from Forward reaction prediction with 1.9M reactions from USPTO patents (1976-2016). The task is: Predict the product of the given reaction. (1) Given the reactants [C:1]([C:5]1[CH:6]=[C:7]([N:24]2[CH:29]=[CH:28][C:27](=[O:30])[NH:26][C:25]2=[O:31])[CH:8]=[C:9]([C:13]2[CH:22]=[CH:21][C:20]3[C:15](=[CH:16][CH:17]=[C:18]([OH:23])[CH:19]=3)[CH:14]=2)[C:10]=1[O:11][CH3:12])([CH3:4])([CH3:3])[CH3:2].C(=O)([O-])[O-].[K+].[K+].[C:38]([F:55])([F:54])([O:43][C:44]([F:53])([F:52])[C:45]([S:48](F)(=[O:50])=[O:49])([F:47])[F:46])[C:39]([F:42])([F:41])[F:40], predict the reaction product. The product is: [F:47][C:45]([F:46])([S:48]([O:23][C:18]1[CH:17]=[CH:16][C:15]2[C:20](=[CH:21][CH:22]=[C:13]([C:9]3[CH:8]=[C:7]([N:24]4[CH:29]=[CH:28][C:27](=[O:30])[NH:26][C:25]4=[O:31])[CH:6]=[C:5]([C:1]([CH3:4])([CH3:2])[CH3:3])[C:10]=3[O:11][CH3:12])[CH:14]=2)[CH:19]=1)(=[O:50])=[O:49])[C:44]([F:52])([F:53])[O:43][C:38]([F:54])([F:55])[C:39]([F:42])([F:41])[F:40]. (2) Given the reactants [NH:1]1[C:5]2[CH:6]=[CH:7][CH:8]=[CH:9][C:4]=2[N:3]=[C:2]1[NH:10][CH2:11][C:12]1[CH:17]=[CH:16][CH:15]=[C:14]([NH:18][C:19]2[CH:24]=[C:23](Cl)[N:22]=[CH:21][N:20]=2)[CH:13]=1.[CH3:26][O:27][C:28]1[CH:33]=[CH:32][CH:31]=[CH:30][C:29]=1B(O)O.C([O-])([O-])=O.[Na+].[Na+].O, predict the reaction product. The product is: [NH:1]1[C:5]2[CH:6]=[CH:7][CH:8]=[CH:9][C:4]=2[N:3]=[C:2]1[NH:10][CH2:11][C:12]1[CH:17]=[CH:16][CH:15]=[C:14]([NH:18][C:19]2[CH:24]=[C:23]([C:29]3[CH:30]=[CH:31][CH:32]=[CH:33][C:28]=3[O:27][CH3:26])[N:22]=[CH:21][N:20]=2)[CH:13]=1. (3) Given the reactants [CH:1]([N:4]1[CH2:9][CH2:8][CH:7]([O:10][C:11]2[CH:19]=[CH:18][C:17]3[N:16]4[C@H:20]([CH3:25])[CH2:21][NH:22][C:23](=[O:24])[C:15]4=[CH:14][C:13]=3[CH:12]=2)[CH2:6][CH2:5]1)([CH3:3])[CH3:2].[H-].[Na+].[F:28][C:29]([F:46])([F:45])[C@H:30]([OH:44])[CH2:31][CH2:32]OS(C1C=CC(C)=CC=1)(=O)=O.FC(F)(F)[C@H](O)CCO.FF, predict the reaction product. The product is: [CH:1]([N:4]1[CH2:9][CH2:8][CH:7]([O:10][C:11]2[CH:19]=[CH:18][C:17]3[N:16]4[C@H:20]([CH3:25])[CH2:21][N:22]([CH2:32][CH2:31][C@@H:30]([OH:44])[C:29]([F:46])([F:45])[F:28])[C:23](=[O:24])[C:15]4=[CH:14][C:13]=3[CH:12]=2)[CH2:6][CH2:5]1)([CH3:3])[CH3:2]. (4) Given the reactants Cl[C:2]1[CH:9]=[C:8]([N:10]2[C:14]([CH3:15])=[C:13]([C:16]([C:18]3[CH:23]=[CH:22][C:21]([F:24])=[CH:20][CH:19]=3)=[CH2:17])[C:12]([CH3:25])=[N:11]2)[CH:7]=[CH:6][C:3]=1[C:4]#[N:5], predict the reaction product. The product is: [F:24][C:21]1[CH:20]=[CH:19][C:18]([CH:16]([C:13]2[C:12]([CH3:25])=[N:11][N:10]([C:8]3[CH:7]=[CH:6][C:3]([C:4]#[N:5])=[CH:2][CH:9]=3)[C:14]=2[CH3:15])[CH3:17])=[CH:23][CH:22]=1. (5) Given the reactants Cl.[C:2]([O:6][C:7](=[O:13])[C@@H:8]1[CH2:12][CH2:11][CH2:10][NH:9]1)([CH3:5])([CH3:4])[CH3:3].CCN(CC)CC.[Cl:21][C:22]1[C:31]2[C:26](=[CH:27][CH:28]=[C:29]([S:32](Cl)(=[O:34])=[O:33])[CH:30]=2)[C:25]([Cl:36])=[CH:24][N:23]=1, predict the reaction product. The product is: [C:2]([O:6][C:7](=[O:13])[C@@H:8]1[CH2:12][CH2:11][CH2:10][N:9]1[S:32]([C:29]1[CH:30]=[C:31]2[C:26]([C:25]([Cl:36])=[CH:24][N:23]=[C:22]2[Cl:21])=[CH:27][CH:28]=1)(=[O:34])=[O:33])([CH3:5])([CH3:3])[CH3:4]. (6) Given the reactants [CH3:1][O:2][C:3](/[CH:5]=[CH:6]/[C:7]1[CH:12]=[C:11]([CH3:13])[C:10]([C:14]2[NH:15][C:16]3[C:21]([CH:22]=2)=[CH:20][CH:19]=[C:18]([C:23]([O:25]CC2C=CC=CC=2)=[O:24])[CH:17]=3)=[C:9]([CH3:33])[CH:8]=1)=[O:4], predict the reaction product. The product is: [CH3:1][O:2][C:3]([CH2:5][CH2:6][C:7]1[CH:8]=[C:9]([CH3:33])[C:10]([C:14]2[NH:15][C:16]3[C:21]([CH:22]=2)=[CH:20][CH:19]=[C:18]([C:23]([OH:25])=[O:24])[CH:17]=3)=[C:11]([CH3:13])[CH:12]=1)=[O:4]. (7) Given the reactants [Br:1][C:2]1[CH:3]=[CH:4][C:5]([F:19])=[C:6]([C@:8]2([CH3:18])[C:14]([F:16])([F:15])[CH2:13][O:12][CH2:11][C:10]([NH2:17])=[N:9]2)[CH:7]=1.CCN(CC)CC.[CH3:27][O:28][C:29]1[CH:34]=[CH:33][C:32]([C:35](Cl)([C:42]2[CH:47]=[CH:46][C:45]([O:48][CH3:49])=[CH:44][CH:43]=2)[C:36]2[CH:41]=[CH:40][CH:39]=[CH:38][CH:37]=2)=[CH:31][CH:30]=1, predict the reaction product. The product is: [CH3:49][O:48][C:45]1[CH:44]=[CH:43][C:42]([C:35]([C:32]2[CH:31]=[CH:30][C:29]([O:28][CH3:27])=[CH:34][CH:33]=2)([C:36]2[CH:41]=[CH:40][CH:39]=[CH:38][CH:37]=2)[NH:17][C:10]2[CH2:11][O:12][CH2:13][C:14]([F:16])([F:15])[C@:8]([C:6]3[CH:7]=[C:2]([Br:1])[CH:3]=[CH:4][C:5]=3[F:19])([CH3:18])[N:9]=2)=[CH:47][CH:46]=1. (8) Given the reactants [NH:1]([C:3]1[S:7][C:6]([C:8]2[CH:9]=[CH:10][C:11]([O:16][CH:17]([CH3:19])[CH3:18])=[C:12]([CH:15]=2)[C:13]#[N:14])=[N:5][N:4]=1)[NH2:2].[C:20]([CH:23]1[C:28](=O)[CH2:27][CH2:26][N:25]([C:30]([O:32][C:33]([CH3:36])([CH3:35])[CH3:34])=[O:31])[CH2:24]1)(=O)[CH3:21], predict the reaction product. The product is: [C:13]([C:12]1[CH:15]=[C:8]([C:6]2[S:7][C:3]([N:1]3[C:20]([CH3:21])=[C:23]4[CH2:24][N:25]([C:30]([O:32][C:33]([CH3:35])([CH3:34])[CH3:36])=[O:31])[CH2:26][CH2:27][C:28]4=[N:2]3)=[N:4][N:5]=2)[CH:9]=[CH:10][C:11]=1[O:16][CH:17]([CH3:19])[CH3:18])#[N:14]. (9) Given the reactants [CH3:1][CH2:2]/[C:3](/[C:7]1[C:12]2[N:13]([CH3:17])[C:14](=[O:16])[NH:15][C:11]=2[CH:10]=[CH:9][N:8]=1)=[CH:4]\[CH2:5][CH3:6], predict the reaction product. The product is: [CH3:1][CH2:2][CH:3]([C:7]1[C:12]2[N:13]([CH3:17])[C:14](=[O:16])[NH:15][C:11]=2[CH:10]=[CH:9][N:8]=1)[CH2:4][CH2:5][CH3:6]. (10) The product is: [CH3:18][O:19][NH:8][C:6](=[O:7])[O:16][CH2:15][CH2:14][Br:13]. Given the reactants C1N=CN([C:6]([N:8]2C=NC=C2)=[O:7])C=1.[Br:13][CH2:14][CH2:15][OH:16].Cl.[CH3:18][O:19]N.N1C=CN=C1, predict the reaction product.